This data is from Forward reaction prediction with 1.9M reactions from USPTO patents (1976-2016). The task is: Predict the product of the given reaction. (1) Given the reactants [C:1]([C:5]1[N-:6][C:7]([C:15]([CH3:19])([CH3:18])[CH2:16][CH3:17])=[C:8]([C:10]([CH3:14])([CH3:13])[CH2:11][CH3:12])[N:9]=1)([CH3:4])([CH3:3])[CH3:2].[K+].[Cl-].CC1[C-](C)C(C)=C(C)C=1C.[Ru+2:32], predict the reaction product. The product is: [C:1]([C:5]1[N-:9][C:8]([C:10]([CH3:13])([CH3:14])[CH2:11][CH3:12])=[C:7]([C:15]([CH3:19])([CH3:18])[CH2:16][CH3:17])[N:6]=1)([CH3:4])([CH3:3])[CH3:2].[Ru+3:32].[C:1]([C:5]1[N-:9][C:8]([C:10]([CH3:13])([CH3:14])[CH2:11][CH3:12])=[C:7]([C:15]([CH3:19])([CH3:18])[CH2:16][CH3:17])[N:6]=1)([CH3:4])([CH3:3])[CH3:2].[C:1]([C:5]1[N-:9][C:8]([C:10]([CH3:13])([CH3:14])[CH2:11][CH3:12])=[C:7]([C:15]([CH3:19])([CH3:18])[CH2:16][CH3:17])[N:6]=1)([CH3:4])([CH3:3])[CH3:2]. (2) The product is: [CH:20]1([C:25]([NH:2][CH2:3][C:4]2[CH:5]=[CH:6][C:7]([B:10]([OH:12])[OH:11])=[CH:8][CH:9]=2)=[O:26])[CH2:24][CH2:23][CH2:22][CH2:21]1. Given the reactants Cl.[NH2:2][CH2:3][C:4]1[CH:9]=[CH:8][C:7]([B:10]([OH:12])[OH:11])=[CH:6][CH:5]=1.C(N(CC)CC)C.[CH:20]1([C:25](Cl)=[O:26])[CH2:24][CH2:23][CH2:22][CH2:21]1, predict the reaction product. (3) Given the reactants CC1C=CC(C=O)=CC=1.[C:10]1([B-:16]([C:29]2[CH:34]=[CH:33][CH:32]=[CH:31][CH:30]=2)([C:23]2[CH:28]=[CH:27][CH:26]=[CH:25][CH:24]=2)[C:17]2[CH:22]=[CH:21][CH:20]=[CH:19][CH:18]=2)[CH:15]=[CH:14][CH:13]=[CH:12][CH:11]=1.C[C:36]1[CH:41]=[CH:40][N+:39]([CH3:42])=[CH:38][CH:37]=1, predict the reaction product. The product is: [C:29]1([B-:16]([C:10]2[CH:11]=[CH:12][CH:13]=[CH:14][CH:15]=2)([C:17]2[CH:18]=[CH:19][CH:20]=[CH:21][CH:22]=2)[C:23]2[CH:28]=[CH:27][CH:26]=[CH:25][CH:24]=2)[CH:30]=[CH:31][CH:32]=[CH:33][CH:34]=1.[CH3:42][N+:39]1[CH:40]=[CH:41][CH:36]=[CH:37][CH:38]=1. (4) Given the reactants [C:1]([C:5]1[CH:12]=[C:9]([CH:10]=O)[C:8]([OH:13])=[C:7]([CH2:14][CH3:15])[CH:6]=1)([CH3:4])([CH3:3])[CH3:2].[NH2:16][C:17]1[CH:22]=[CH:21][CH:20]=[CH:19][C:18]=1[NH2:23], predict the reaction product. The product is: [C:1]([C:5]1[CH:12]=[C:9]([CH:10]=[N:16][C:17]2[CH:22]=[CH:21][CH:20]=[CH:19][C:18]=2[N:23]=[CH:10][C:9]2[C:8](=[C:7]([CH2:14][CH3:15])[CH:6]=[C:5]([C:1]([CH3:3])([CH3:2])[CH3:4])[CH:12]=2)[OH:13])[C:8]([OH:13])=[C:7]([CH2:14][CH3:15])[CH:6]=1)([CH3:4])([CH3:3])[CH3:2].